This data is from Reaction yield outcomes from USPTO patents with 853,638 reactions. The task is: Predict the reaction yield, written as a fraction of the theoretical maximum amount of product (1.0 means a 100% yield; for example, 0.34 means a 34% yield). (1) The reactants are [C:1]([CH2:3][C:4]([NH2:6])=[O:5])#[N:2].[C:7](O)(=O)C.N1[CH2:16][CH2:15][CH2:14][CH2:13][CH2:12]1.C(O)(=O)C. The catalyst is O. The product is [CH:13]([C:14]1[NH:6][C:4](=[O:5])[C:3]([C:1]#[N:2])=[CH:16][CH:15]=1)([CH3:7])[CH3:12]. The yield is 0.680. (2) The reactants are [N+:1]([C:4]1[S:5][CH:6]=[CH:7][C:8]=1[CH:9]=[O:10])([O-:3])=[O:2].[CH2:11](O)[CH2:12][OH:13].O.C1(C)C=CC(S(O)(=O)=O)=CC=1.C(=O)(O)[O-].[Na+]. The catalyst is C1(C)C=CC=CC=1. The product is [N+:1]([C:4]1[S:5][CH:6]=[CH:7][C:8]=1[CH:9]1[O:13][CH2:12][CH2:11][O:10]1)([O-:3])=[O:2]. The yield is 0.650.